From a dataset of Full USPTO retrosynthesis dataset with 1.9M reactions from patents (1976-2016). Predict the reactants needed to synthesize the given product. (1) The reactants are: C(N(CC)CC)C.[C:8]([O:11][C:12](=O)[CH3:13])(=[O:10])[CH3:9].OC1C=[CH:18][C:19]2[C:20](=[O:43])[C@H:21]3[C:38]4[C:33](=[CH:34][C:35]([O:41][CH3:42])=[C:36]([O:39][CH3:40])[CH:37]=4)[O:32][CH2:31][C@H:22]3[O:23][C:24]=2[C:25]=1[CH2:26][CH:27]=[C:28]([CH3:30])[CH3:29].[NH4+].[Cl-]. Given the product [CH3:40][O:39][C:36]1[CH:37]=[C:38]2[CH:21]3[CH:22]([O:23][C:24]4[C:25]([CH2:26][CH:27]=[C:28]([CH3:30])[CH3:29])=[C:12]([O:11][C:8](=[O:10])[CH3:9])[CH:13]=[CH:18][C:19]=4[C:20]3=[O:43])[CH2:31][O:32][C:33]2=[CH:34][C:35]=1[O:41][CH3:42], predict the reactants needed to synthesize it. (2) The reactants are: C([O:3][C:4]([C:6]1[C:11]([N+:12]([O-:14])=[O:13])=[CH:10][CH:9]=[CH:8][N:7]=1)=[CH2:5])C.Cl.[OH-].[Na+].C(=O)(O)[O-].[Na+]. Given the product [N+:12]([C:11]1[C:6]([C:4](=[O:3])[CH3:5])=[N:7][CH:8]=[CH:9][CH:10]=1)([O-:14])=[O:13], predict the reactants needed to synthesize it. (3) Given the product [Br:1][C:2]1[CH:7]=[C:6]2[N:8]([C:22](=[O:24])[CH3:23])[CH2:9][C:10]3([CH2:15][CH2:14][O:13][CH2:12][CH2:11]3)[C:5]2=[CH:4][CH:3]=1, predict the reactants needed to synthesize it. The reactants are: [Br:1][C:2]1[CH:7]=[C:6]2[NH:8][CH2:9][C:10]3([CH2:15][CH2:14][O:13][CH2:12][CH2:11]3)[C:5]2=[CH:4][CH:3]=1.N1C=CC=CC=1.[C:22](OC(=O)C)(=[O:24])[CH3:23]. (4) Given the product [CH3:33][S:34]([O:37][C:38]1[CH:39]=[CH:40][C:41]([O:11][CH2:12][CH2:13][NH:14][C:15]2[C:16](=[O:32])[N:17]([C:28]([CH3:29])([CH3:30])[CH3:31])[S:18](=[O:27])(=[O:26])[C:19]=2[C:20]2[CH:25]=[CH:24][CH:23]=[CH:22][CH:21]=2)=[CH:42][CH:43]=1)(=[O:36])=[O:35], predict the reactants needed to synthesize it. The reactants are: CC1C=CC(S([O:11][CH2:12][CH2:13][NH:14][C:15]2[C:16](=[O:32])[N:17]([C:28]([CH3:31])([CH3:30])[CH3:29])[S:18](=[O:27])(=[O:26])[C:19]=2[C:20]2[CH:25]=[CH:24][CH:23]=[CH:22][CH:21]=2)(=O)=O)=CC=1.[CH3:33][S:34]([O:37][C:38]1[CH:43]=[CH:42][C:41](O)=[CH:40][CH:39]=1)(=[O:36])=[O:35].C(=O)([O-])[O-].[K+].[K+]. (5) Given the product [CH3:1][O:2][C:3]([C:5]1[CH:6]=[CH:7][C:8]([CH2:9][CH:10]2[CH2:11][CH2:12][N:13]([C:16]([O:18][C:19]([CH3:20])([CH3:21])[CH3:22])=[O:17])[CH2:14][CH2:15]2)=[CH:23][CH:24]=1)=[O:4], predict the reactants needed to synthesize it. The reactants are: [CH3:1][O:2][C:3]([C:5]1[CH:24]=[CH:23][C:8]([CH:9]=[C:10]2[CH2:15][CH2:14][N:13]([C:16]([O:18][C:19]([CH3:22])([CH3:21])[CH3:20])=[O:17])[CH2:12][CH2:11]2)=[CH:7][CH:6]=1)=[O:4]. (6) Given the product [OH:31][C:30]1[C:25](=[O:24])[NH:26][N:27]=[C:28]([CH2:39][C:40]2[CH:45]=[CH:44][CH:43]=[C:42]([C:46]([F:48])([F:47])[F:49])[CH:41]=2)[CH:29]=1, predict the reactants needed to synthesize it. The reactants are: OC1C(=O)NN=C(CCC2C=CC=CC=2)C=1.C([O:24][C:25]1[N:26]=[N:27][C:28]([CH2:39][C:40]2[CH:45]=[CH:44][CH:43]=[C:42]([C:46]([F:49])([F:48])[F:47])[CH:41]=2)=[CH:29][C:30]=1[O:31]CC1C=CC=CC=1)C1C=CC=CC=1. (7) Given the product [O:2]1[C:6]2[CH:7]=[CH:8][CH:9]=[C:10]([CH:11]3[CH2:16][CH2:15][N:14]([CH2:17][CH2:18][C@H:19]4[CH2:20][CH2:21][C@H:22]([NH:25][C:30](=[O:31])[CH2:29][CH2:28][C:27]([F:34])([F:33])[F:26])[CH2:23][CH2:24]4)[CH2:13][CH2:12]3)[C:5]=2[O:4][CH2:3]1, predict the reactants needed to synthesize it. The reactants are: Cl.[O:2]1[C:6]2[CH:7]=[CH:8][CH:9]=[C:10]([CH:11]3[CH2:16][CH2:15][N:14]([CH2:17][CH2:18][C@H:19]4[CH2:24][CH2:23][C@H:22]([NH2:25])[CH2:21][CH2:20]4)[CH2:13][CH2:12]3)[C:5]=2[O:4][CH2:3]1.[F:26][C:27]([F:34])([F:33])[CH2:28][CH2:29][C:30](O)=[O:31]. (8) Given the product [CH3:1][O:2][C:3](=[O:20])[C@@H:4]([NH:5][C:6]([O:8][CH2:9][C:10]1[CH:11]=[CH:12][CH:13]=[CH:14][CH:15]=1)=[O:7])[CH2:16][C:17](=[O:19])[CH2:34][C:33]([O:39][C:40]([CH3:43])([CH3:42])[CH3:41])=[O:38], predict the reactants needed to synthesize it. The reactants are: [CH3:1][O:2][C:3](=[O:20])[C@H:4]([CH2:16][C:17]([OH:19])=O)[NH:5][C:6]([O:8][CH2:9][C:10]1[CH:15]=[CH:14][CH:13]=[CH:12][CH:11]=1)=[O:7].C(C1NC=CN=1)(C1NC=CN=1)=O.[C:33]([O:39][C:40]([CH3:43])([CH3:42])[CH3:41])(=[O:38])[CH2:34]C([O-])=O.